Dataset: Forward reaction prediction with 1.9M reactions from USPTO patents (1976-2016). Task: Predict the product of the given reaction. (1) Given the reactants Br[C:2]1[S:3][CH:4]=[C:5]([C:7]([O:9][CH3:10])=[O:8])[N:6]=1.[F:11][C:12]1[CH:17]=[C:16]([OH:18])[CH:15]=[C:14]([F:19])[C:13]=1B(O)O.[F-].[K+], predict the reaction product. The product is: [F:11][C:12]1[CH:17]=[C:16]([OH:18])[CH:15]=[C:14]([F:19])[C:13]=1[C:2]1[S:3][CH:4]=[C:5]([C:7]([O:9][CH3:10])=[O:8])[N:6]=1. (2) The product is: [CH:36]([NH:39][CH2:23][CH2:24][O:25][C:26]1[CH:27]=[CH:28][C:29]([O:19][C:16]2[CH:17]=[C:18]3[C:13](=[CH:14][CH:15]=2)[N:12]=[CH:11][N:10]=[C:9]3[NH:8][C:5]2[CH:4]=[N:3][C:2]([CH3:1])=[CH:7][N:6]=2)=[N:30][CH:31]=1)([CH3:38])[CH3:37]. Given the reactants [CH3:1][C:2]1[N:3]=[CH:4][C:5]([NH:8][C:9]2[C:18]3[C:13](=[CH:14][CH:15]=[C:16]([OH:19])[CH:17]=3)[N:12]=[CH:11][N:10]=2)=[N:6][CH:7]=1.C(O[CH:23](OCC)[CH2:24][O:25][C:26]1[CH:27]=[CH:28][C:29](F)=[N:30][CH:31]=1)C.[CH:36]([NH2:39])([CH3:38])[CH3:37], predict the reaction product. (3) Given the reactants Br[C:2]1[CH:7]=[CH:6][CH:5]=[C:4]([CH3:8])[N:3]=1.[NH2:9][C@H:10]1[C:19]2[C:14](=[CH:15][C:16]([F:20])=[CH:17][CH:18]=2)[N:13]([C:21](=[O:23])[CH3:22])[C@@H:12]([CH:24]2[CH2:26][CH2:25]2)[C@@H:11]1[CH3:27].CN(C1C(C2C(P(C3CCCCC3)C3CCCCC3)=CC=CC=2)=CC=CC=1)C.CC(C)([O-])C.[Na+], predict the reaction product. The product is: [CH:24]1([C@H:12]2[C@H:11]([CH3:27])[C@@H:10]([NH:9][C:2]3[CH:7]=[CH:6][CH:5]=[C:4]([CH3:8])[N:3]=3)[C:19]3[C:14](=[CH:15][C:16]([F:20])=[CH:17][CH:18]=3)[N:13]2[C:21](=[O:23])[CH3:22])[CH2:26][CH2:25]1. (4) The product is: [CH:28]1([CH2:27][O:26][C:10]2[CH:11]=[C:12]([CH2:13][NH:14][C:15]3[CH:20]=[C:19]([CH3:22])[N:18]=[C:17]([CH3:23])[N:16]=3)[CH:24]=[CH:25][C:9]=2[OH:8])[CH2:30][CH2:29]1. Given the reactants C([O:8][C:9]1[CH:25]=[CH:24][C:12]([CH2:13][NH:14][C:15]2[C:20](Cl)=[C:19]([CH3:22])[N:18]=[C:17]([CH3:23])[N:16]=2)=[CH:11][C:10]=1[O:26][CH2:27][CH:28]1[CH2:30][CH2:29]1)C1C=CC=CC=1.[H][H], predict the reaction product. (5) Given the reactants [Cl:1][C:2]1[CH:3]=[C:4]([C:9]2[N:13]([C:14]3[CH:15]=[N:16][C:17](Cl)=[CH:18][CH:19]=3)[N:12]=[C:11]([C:21]([OH:23])=[O:22])[CH:10]=2)[CH:5]=[C:6]([F:8])[CH:7]=1.[NH3:24], predict the reaction product. The product is: [Cl:1][C:2]1[CH:3]=[C:4]([C:9]2[N:13]([C:14]3[CH:15]=[N:16][C:17]([NH2:24])=[CH:18][CH:19]=3)[N:12]=[C:11]([C:21]([OH:23])=[O:22])[CH:10]=2)[CH:5]=[C:6]([F:8])[CH:7]=1.